From a dataset of NCI-60 drug combinations with 297,098 pairs across 59 cell lines. Regression. Given two drug SMILES strings and cell line genomic features, predict the synergy score measuring deviation from expected non-interaction effect. (1) Drug 1: C1=C(C(=O)NC(=O)N1)F. Drug 2: CS(=O)(=O)CCNCC1=CC=C(O1)C2=CC3=C(C=C2)N=CN=C3NC4=CC(=C(C=C4)OCC5=CC(=CC=C5)F)Cl. Cell line: A498. Synergy scores: CSS=45.9, Synergy_ZIP=-5.40, Synergy_Bliss=-10.1, Synergy_Loewe=-10.0, Synergy_HSA=-9.01. (2) Drug 1: CC1C(C(=O)NC(C(=O)N2CCCC2C(=O)N(CC(=O)N(C(C(=O)O1)C(C)C)C)C)C(C)C)NC(=O)C3=C4C(=C(C=C3)C)OC5=C(C(=O)C(=C(C5=N4)C(=O)NC6C(OC(=O)C(N(C(=O)CN(C(=O)C7CCCN7C(=O)C(NC6=O)C(C)C)C)C)C(C)C)C)N)C. Drug 2: CC(C)CN1C=NC2=C1C3=CC=CC=C3N=C2N. Cell line: HS 578T. Synergy scores: CSS=42.6, Synergy_ZIP=8.05, Synergy_Bliss=4.44, Synergy_Loewe=-9.72, Synergy_HSA=2.10. (3) Drug 2: CS(=O)(=O)OCCCCOS(=O)(=O)C. Synergy scores: CSS=5.00, Synergy_ZIP=-0.430, Synergy_Bliss=0.472, Synergy_Loewe=-24.4, Synergy_HSA=0.339. Cell line: OVCAR3. Drug 1: C(=O)(N)NO. (4) Synergy scores: CSS=23.5, Synergy_ZIP=0.845, Synergy_Bliss=5.73, Synergy_Loewe=1.56, Synergy_HSA=5.32. Drug 2: CC12CCC3C(C1CCC2OP(=O)(O)O)CCC4=C3C=CC(=C4)OC(=O)N(CCCl)CCCl.[Na+]. Drug 1: C1CN(P(=O)(OC1)NCCCl)CCCl. Cell line: NCIH23. (5) Drug 1: C1CC(C1)(C(=O)O)C(=O)O.[NH2-].[NH2-].[Pt+2]. Drug 2: CC1CCC2CC(C(=CC=CC=CC(CC(C(=O)C(C(C(=CC(C(=O)CC(OC(=O)C3CCCCN3C(=O)C(=O)C1(O2)O)C(C)CC4CCC(C(C4)OC)OCCO)C)C)O)OC)C)C)C)OC. Cell line: SN12C. Synergy scores: CSS=-2.88, Synergy_ZIP=-0.170, Synergy_Bliss=-3.40, Synergy_Loewe=-8.82, Synergy_HSA=-7.99. (6) Drug 1: CC1OCC2C(O1)C(C(C(O2)OC3C4COC(=O)C4C(C5=CC6=C(C=C35)OCO6)C7=CC(=C(C(=C7)OC)O)OC)O)O. Drug 2: CC1C(C(CC(O1)OC2CC(CC3=C2C(=C4C(=C3O)C(=O)C5=C(C4=O)C(=CC=C5)OC)O)(C(=O)C)O)N)O.Cl. Cell line: NCI-H322M. Synergy scores: CSS=22.1, Synergy_ZIP=4.35, Synergy_Bliss=7.49, Synergy_Loewe=6.01, Synergy_HSA=7.83.